Dataset: HIV replication inhibition screening data with 41,000+ compounds from the AIDS Antiviral Screen. Task: Binary Classification. Given a drug SMILES string, predict its activity (active/inactive) in a high-throughput screening assay against a specified biological target. (1) The compound is NC(=O)CNC(=O)C1CC(O)CN1C(=O)OCc1ccccc1. The result is 0 (inactive). (2) The molecule is CCCCCCCCCCCCOCC1(COCCCCCCCCCCCC)COC(c2ccc(N)cc2)OC1. The result is 0 (inactive). (3) The compound is Nc1ccc(S(=O)(=O)c2ccc([N-][N+](=O)c3ccc(S(=O)(=O)c4ccc(N)cc4)cc3)cc2)cc1. The result is 0 (inactive). (4) The drug is COC1(OC)CC2C(=O)CCCC21OC(C)=O. The result is 0 (inactive). (5) The drug is O=C1C(=Cc2cccc([N+](=O)[O-])c2)CCc2ccccc21. The result is 0 (inactive). (6) The molecule is COC(=O)C1=CCCC2C1(C)CCC(C)C21CC(c2ccoc2)OC1=O. The result is 0 (inactive). (7) The drug is O=C1Nc2ccccc2C1=NNC(=S)Nc1cccc(Cl)c1. The result is 0 (inactive).